This data is from Reaction yield outcomes from USPTO patents with 853,638 reactions. The task is: Predict the reaction yield, written as a fraction of the theoretical maximum amount of product (1.0 means a 100% yield; for example, 0.34 means a 34% yield). (1) The reactants are Cl.Cl.[C:3]1([C:15]2[CH:20]=[CH:19][CH:18]=[CH:17][CH:16]=2)[CH:8]=[CH:7][CH:6]=[CH:5][C:4]=1[N:9]1[CH2:14][CH2:13][NH:12][CH2:11][CH2:10]1.Cl[C:22]1[N:23]([CH3:35])[C:24](=[O:34])[CH:25]=[C:26]([C:28]2[CH:33]=[CH:32][N:31]=[CH:30][N:29]=2)[N:27]=1.C(N(CC)CC)C. The catalyst is O1CCCC1. The product is [C:3]1([C:15]2[CH:16]=[CH:17][CH:18]=[CH:19][CH:20]=2)[CH:8]=[CH:7][CH:6]=[CH:5][C:4]=1[N:9]1[CH2:10][CH2:11][N:12]([C:22]2[N:23]([CH3:35])[C:24](=[O:34])[CH:25]=[C:26]([C:28]3[CH:33]=[CH:32][N:31]=[CH:30][N:29]=3)[N:27]=2)[CH2:13][CH2:14]1. The yield is 0.650. (2) The reactants are [C:1]([OH:11])(=[O:10])[C@@H:2]([C:4]1[CH:9]=[CH:8][CH:7]=[CH:6][CH:5]=1)[OH:3].CCCCC.[CH3:17][C:18]([CH:21]=O)([CH3:20])[CH3:19].C([O-])(O)=O.[Na+]. The catalyst is FC(F)(F)S(O)(=O)=O. The product is [C:18]([C@H:21]1[O:10][C:1](=[O:11])[C@@H:2]([C:4]2[CH:9]=[CH:8][CH:7]=[CH:6][CH:5]=2)[O:3]1)([CH3:20])([CH3:19])[CH3:17]. The yield is 0.880. (3) The reactants are COC(SCl)=O.[SH:7][CH2:8][CH2:9][OH:10].[SH:11][C:12]1[CH:17]=[CH:16][CH:15]=[CH:14][N:13]=1. The catalyst is ClCCl. The product is [N:13]1[CH:14]=[CH:15][CH:16]=[CH:17][C:12]=1[S:11][S:7][CH2:8][CH2:9][OH:10]. The yield is 0.780. (4) The reactants are [CH3:1][N:2]([CH3:17])[C:3](=O)[CH2:4][O:5][C:6]1[CH:7]=[C:8]([CH:13]=[CH:14][CH:15]=1)[C:9](OC)=[O:10].CCOCC.[H-].[H-].[H-].[H-].[Li+].[Al+3].S([O-])([O-])(=O)=O.[Na+].[Na+]. The catalyst is C1COCC1. The product is [CH3:1][N:2]([CH3:17])[CH2:3][CH2:4][O:5][C:6]1[CH:7]=[C:8]([CH2:9][OH:10])[CH:13]=[CH:14][CH:15]=1. The yield is 0.680. (5) The reactants are [CH3:1][N:2]([CH3:20])[C:3]([C:5]1[N:14]([CH:15]2[CH2:19][CH2:18][CH2:17][CH2:16]2)[C:8]2[N:9]=[C:10](Cl)[N:11]=[CH:12][C:7]=2[CH:6]=1)=[O:4].[C:21]([O:25][C:26]([N:28]1[CH2:33][CH2:32][N:31]([C:34]2[CH:35]=[N:36][C:37]([NH2:40])=[CH:38][CH:39]=2)[C:30](=[O:41])[CH2:29]1)=[O:27])([CH3:24])([CH3:23])[CH3:22].C(=O)([O-])[O-].[Cs+].[Cs+]. The catalyst is O1C=COC=C1.C([O-])(=O)C.[Pd+2].C([O-])(=O)C.C1C=CC(P(C2C(C3C(P(C4C=CC=CC=4)C4C=CC=CC=4)=CC=C4C=3C=CC=C4)=C3C(C=CC=C3)=CC=2)C2C=CC=CC=2)=CC=1. The product is [C:21]([O:25][C:26]([N:28]1[CH2:33][CH2:32][N:31]([C:34]2[CH:35]=[N:36][C:37]([NH:40][C:10]3[N:11]=[CH:12][C:7]4[CH:6]=[C:5]([C:3](=[O:4])[N:2]([CH3:20])[CH3:1])[N:14]([CH:15]5[CH2:19][CH2:18][CH2:17][CH2:16]5)[C:8]=4[N:9]=3)=[CH:38][CH:39]=2)[C:30](=[O:41])[CH2:29]1)=[O:27])([CH3:24])([CH3:22])[CH3:23]. The yield is 0.830.